Dataset: Full USPTO retrosynthesis dataset with 1.9M reactions from patents (1976-2016). Task: Predict the reactants needed to synthesize the given product. (1) Given the product [Br:1][C:2]1[CH:3]=[N:4][C:5]2[CH:6]=[CH:7][CH:8]=[N+:9]([O-:20])[C:10]=2[CH:11]=1, predict the reactants needed to synthesize it. The reactants are: [Br:1][C:2]1[CH:3]=[N:4][C:5]2[C:10]([CH:11]=1)=[N:9][CH:8]=[CH:7][CH:6]=2.ClC1C=CC=C(C(OO)=[O:20])C=1.S([O-])([O-])(=O)=S.[Na+].[Na+]. (2) The reactants are: [ClH:1].[CH2:2]([N:9]([CH2:24][CH2:25][OH:26])[C:10](=[O:23])/[CH:11]=[CH:12]/[C:13]1[CH:22]=[CH:21][CH:20]=[C:19]2[C:14]=1[CH2:15][CH2:16][NH:17][CH2:18]2)[C:3]1[CH:8]=[CH:7][CH:6]=[CH:5][CH:4]=1.[CH:27]1([CH:30]=O)[CH2:29][CH2:28]1.[BH3-]C#N.[Na+].C([O-])(O)=O.[Na+].Cl. Given the product [CH2:2]([N:9]([CH2:24][CH2:25][OH:26])[C:10](=[O:23])/[CH:11]=[CH:12]/[C:13]1[CH:22]=[CH:21][CH:20]=[C:19]2[C:14]=1[CH2:15][CH2:16][N:17]([CH2:30][CH:27]1[CH2:29][CH2:28]1)[CH2:18]2)[C:3]1[CH:8]=[CH:7][CH:6]=[CH:5][CH:4]=1.[ClH:1], predict the reactants needed to synthesize it. (3) Given the product [NH2:8][CH2:9][C@@H:10]1[CH2:11][CH2:12][C@H:13]([NH:16][C:17]2[CH:22]=[C:21]([N:23]([CH3:25])[CH3:24])[C:20]([CH3:26])=[CH:19][N:18]=2)[CH2:14][CH2:15]1, predict the reactants needed to synthesize it. The reactants are: C([NH:8][CH2:9][C@@H:10]1[CH2:15][CH2:14][C@H:13]([NH:16][C:17]2[N+:18]([O-])=[CH:19][C:20]([CH3:26])=[C:21]([N:23]([CH3:25])[CH3:24])[CH:22]=2)[CH2:12][CH2:11]1)C1C=CC=CC=1.C1CCCCC=1.